Task: Regression. Given two drug SMILES strings and cell line genomic features, predict the synergy score measuring deviation from expected non-interaction effect.. Dataset: NCI-60 drug combinations with 297,098 pairs across 59 cell lines (1) Drug 1: CC1C(C(CC(O1)OC2CC(CC3=C2C(=C4C(=C3O)C(=O)C5=C(C4=O)C(=CC=C5)OC)O)(C(=O)CO)O)N)O.Cl. Drug 2: C1=C(C(=O)NC(=O)N1)N(CCCl)CCCl. Cell line: SK-MEL-28. Synergy scores: CSS=4.06, Synergy_ZIP=-2.94, Synergy_Bliss=2.90, Synergy_Loewe=-1.09, Synergy_HSA=-0.503. (2) Drug 1: COC1=CC(=CC(=C1O)OC)C2C3C(COC3=O)C(C4=CC5=C(C=C24)OCO5)OC6C(C(C7C(O6)COC(O7)C8=CC=CS8)O)O. Drug 2: CC1=C2C(C(=O)C3(C(CC4C(C3C(C(C2(C)C)(CC1OC(=O)C(C(C5=CC=CC=C5)NC(=O)OC(C)(C)C)O)O)OC(=O)C6=CC=CC=C6)(CO4)OC(=O)C)O)C)O. Cell line: NCI-H322M. Synergy scores: CSS=21.1, Synergy_ZIP=-8.36, Synergy_Bliss=-3.89, Synergy_Loewe=-11.4, Synergy_HSA=-2.96. (3) Drug 1: C1=CC(=CC=C1CCC2=CNC3=C2C(=O)NC(=N3)N)C(=O)NC(CCC(=O)O)C(=O)O. Drug 2: C1=CC(=CC=C1CCCC(=O)O)N(CCCl)CCCl. Cell line: BT-549. Synergy scores: CSS=23.6, Synergy_ZIP=-2.41, Synergy_Bliss=-0.236, Synergy_Loewe=2.92, Synergy_HSA=4.40. (4) Drug 1: CC1=C(C=C(C=C1)NC(=O)C2=CC=C(C=C2)CN3CCN(CC3)C)NC4=NC=CC(=N4)C5=CN=CC=C5. Drug 2: C1=NNC2=C1C(=O)NC=N2. Cell line: HS 578T. Synergy scores: CSS=1.50, Synergy_ZIP=-1.81, Synergy_Bliss=-1.38, Synergy_Loewe=-3.63, Synergy_HSA=-2.49. (5) Drug 1: CC1OCC2C(O1)C(C(C(O2)OC3C4COC(=O)C4C(C5=CC6=C(C=C35)OCO6)C7=CC(=C(C(=C7)OC)O)OC)O)O. Drug 2: C1CC(C1)(C(=O)O)C(=O)O.[NH2-].[NH2-].[Pt+2]. Cell line: BT-549. Synergy scores: CSS=27.1, Synergy_ZIP=-12.6, Synergy_Bliss=-3.37, Synergy_Loewe=-6.88, Synergy_HSA=0.0986.